Dataset: Forward reaction prediction with 1.9M reactions from USPTO patents (1976-2016). Task: Predict the product of the given reaction. (1) The product is: [C:1]([N:3]=[C:4]([N:13]1[CH2:18][CH2:17][N:16]([C:19]2[CH:28]=[N:27][C:26]3[C:21](=[CH:22][CH:23]=[CH:24][CH:25]=3)[N:20]=2)[CH2:15][CH:14]1[CH:29]([CH3:30])[CH3:31])[NH:5][C:6]1[C:7]([CH3:32])=[N:8][CH:9]=[CH:10][CH:11]=1)#[N:2]. Given the reactants [C:1]([N:3]=[C:4]([N:13]1[CH2:18][CH2:17][N:16]([C:19]2[CH:28]=[N:27][C:26]3[C:21](=[CH:22][CH:23]=[CH:24][CH:25]=3)[N:20]=2)[CH2:15][CH:14]1[CH:29]([CH3:31])[CH3:30])[NH:5][C:6]1[CH:7]=[N:8][CH:9]=[CH:10][C:11]=1C)#[N:2].[C:32](N=C(OC1C=CC=CC=1)NC1C(C)=NC=CC=1)#N.C(N=C([O-])NC1C=NC=CC=1C)#N, predict the reaction product. (2) The product is: [Br:10][C:11]1[C:12]([N:27]2[CH2:32][CH2:31][CH:30]([CH3:33])[CH2:29][CH2:28]2)=[C:13]([C@H:19]([OH:26])[C:20]([O:22][CH:23]([CH3:25])[CH3:24])=[O:21])[C:14]([CH3:18])=[N:15][C:16]=1[CH3:17]. Given the reactants O1C2C=CC=CC=2OB1.[Br:10][C:11]1[C:12]([N:27]2[CH2:32][CH2:31][CH:30]([CH3:33])[CH2:29][CH2:28]2)=[C:13]([C:19](=[O:26])[C:20]([O:22][CH:23]([CH3:25])[CH3:24])=[O:21])[C:14]([CH3:18])=[N:15][C:16]=1[CH3:17].CB1N2CCC[C@@H]2C(C2C=CC=CC=2)(C2C=CC=CC=2)O1, predict the reaction product. (3) Given the reactants Br[C:2]1[C:7]2=[CH:8][N:9]([C:11]3[C:16]([Cl:17])=[CH:15][CH:14]=[CH:13][C:12]=3[Cl:18])[N:10]=[C:6]2[C:5]([Br:19])=[CH:4][N:3]=1.C[N:21]1C(=O)CCC1, predict the reaction product. The product is: [Br:19][C:5]1[C:6]2[C:7](=[CH:8][N:9]([C:11]3[C:16]([Cl:17])=[CH:15][CH:14]=[CH:13][C:12]=3[Cl:18])[N:10]=2)[C:2]([NH2:21])=[N:3][CH:4]=1. (4) Given the reactants [CH3:1][Si:2]([CH3:40])([CH3:39])[CH2:3][CH2:4][O:5][CH2:6][N:7]([CH2:31][O:32][CH2:33][CH2:34][Si:35]([CH3:38])([CH3:37])[CH3:36])[C:8]1[N:13]2[N:14]=[CH:15][C:16](I)=[C:12]2[N:11]=[C:10]([CH:18]2[CH2:23][CH2:22][N:21]([C:24]([O:26][C:27]([CH3:30])([CH3:29])[CH3:28])=[O:25])[CH2:20][CH2:19]2)[CH:9]=1.[C:41]1([C:47]2[CH:52]=[CH:51][C:50](B3OC(C)(C)C(C)(C)O3)=[CH:49][N:48]=2)[CH:46]=[CH:45][CH:44]=[CH:43][CH:42]=1.ClCCl.C([O-])([O-])=O.[K+].[K+], predict the reaction product. The product is: [CH3:1][Si:2]([CH3:40])([CH3:39])[CH2:3][CH2:4][O:5][CH2:6][N:7]([CH2:31][O:32][CH2:33][CH2:34][Si:35]([CH3:38])([CH3:37])[CH3:36])[C:8]1[N:13]2[N:14]=[CH:15][C:16]([C:50]3[CH:49]=[N:48][C:47]([C:41]4[CH:46]=[CH:45][CH:44]=[CH:43][CH:42]=4)=[CH:52][CH:51]=3)=[C:12]2[N:11]=[C:10]([CH:18]2[CH2:23][CH2:22][N:21]([C:24]([O:26][C:27]([CH3:30])([CH3:29])[CH3:28])=[O:25])[CH2:20][CH2:19]2)[CH:9]=1. (5) Given the reactants Br[C:2]1[CH:23]=[CH:22][C:5]2[C:6]3[C:10]([CH2:11][CH2:12][O:13][C:4]=2[CH:3]=1)=[CH:9][N:8]([C:14]1[N:15]([CH:19]([CH3:21])[CH3:20])[N:16]=[CH:17][N:18]=1)[N:7]=3.[O:24]1[CH2:29][CH2:28][CH2:27][CH2:26][CH:25]1[O:30][CH2:31][CH2:32][N:33]1[CH:37]=[C:36](B2OC(C)(C)C(C)(C)O2)[CH:35]=[N:34]1.C(=O)([O-])[O-].[Cs+].[Cs+], predict the reaction product. The product is: [CH:19]([N:15]1[C:14]([N:8]2[N:7]=[C:6]3[C:10]([CH2:11][CH2:12][O:13][C:4]4[CH:3]=[C:2]([C:36]5[CH:35]=[N:34][N:33]([CH2:32][CH2:31][O:30][CH:25]6[CH2:26][CH2:27][CH2:28][CH2:29][O:24]6)[CH:37]=5)[CH:23]=[CH:22][C:5]=43)=[CH:9]2)=[N:18][CH:17]=[N:16]1)([CH3:21])[CH3:20]. (6) Given the reactants C(OC(=O)[NH:7][C:8]1[CH:13]=[C:12]([N:14]([CH3:16])[CH3:15])[C:11]([Cl:17])=[CH:10][C:9]=1[NH:18][C:19](=[O:38])[CH2:20][C:21]([C:23]1[CH:28]=[CH:27][CH:26]=[C:25]([N:29]2[C:33]([CH2:34][N:35]([CH3:37])[CH3:36])=[CH:32][N:31]=[N:30]2)[CH:24]=1)=O)(C)(C)C.C(O)(C(F)(F)F)=O, predict the reaction product. The product is: [Cl:17][C:11]1[C:12]([N:14]([CH3:16])[CH3:15])=[CH:13][C:8]2[N:7]=[C:21]([C:23]3[CH:28]=[CH:27][CH:26]=[C:25]([N:29]4[C:33]([CH2:34][N:35]([CH3:37])[CH3:36])=[CH:32][N:31]=[N:30]4)[CH:24]=3)[CH2:20][C:19](=[O:38])[NH:18][C:9]=2[CH:10]=1. (7) Given the reactants [CH3:1][O:2][C:3]1[CH:4]=[C:5]([CH:9]=[CH:10][CH:11]=1)[C:6](Cl)=[O:7].[NH2:12][C@@H:13]1[CH2:18][CH2:17][CH2:16][N:15](C(OC(C)(C)C)=O)[CH2:14]1.CCN(C(C)C)C(C)C.C(O)C(N)(CO)CO, predict the reaction product. The product is: [CH3:1][O:2][C:3]1[CH:4]=[C:5]([CH:9]=[CH:10][CH:11]=1)[C:6]([NH:12][C@@H:13]1[CH2:18][CH2:17][CH2:16][NH:15][CH2:14]1)=[O:7]. (8) Given the reactants BrC1C=CC(S([N:11]2[CH:15]=[CH:14][C:13](/[CH:16]=[CH:17]/C(O)=O)=C2)(=O)=O)=CC=1.[C:21]([O:25][C:26](=[O:44])/[CH:27]=[CH:28]/[C:29]1[CH:33]=[CH:32][N:31]([S:34]([C:37]2[CH:42]=[CH:41][C:40](Br)=[CH:39][CH:38]=2)(=[O:36])=[O:35])[CH:30]=1)([CH3:24])([CH3:23])[CH3:22].N1C=CC=C(B(O)O)C=1.C(=O)([O-])[O-].[Na+].[Na+], predict the reaction product. The product is: [C:21]([O:25][C:26](=[O:44])/[CH:27]=[CH:28]/[C:29]1[CH:33]=[CH:32][N:31]([S:34]([C:37]2[CH:42]=[CH:41][C:40]([C:16]3[CH:17]=[N:11][CH:15]=[CH:14][CH:13]=3)=[CH:39][CH:38]=2)(=[O:36])=[O:35])[CH:30]=1)([CH3:24])([CH3:23])[CH3:22].